Dataset: Forward reaction prediction with 1.9M reactions from USPTO patents (1976-2016). Task: Predict the product of the given reaction. Given the reactants [Cl:1][C:2]1[CH:7]=[CH:6][C:5]([CH:8]2[CH2:13][CH2:12][N:11]([C:14](=[O:30])[CH2:15][CH2:16][C:17]([C:19]3[CH:29]=[CH:28][C:22]4[CH2:23][CH2:24][NH:25][CH2:26][CH2:27][C:21]=4[CH:20]=3)=[O:18])[CH2:10][CH2:9]2)=[CH:4][CH:3]=1.I[CH2:32][CH3:33].C(=O)([O-])[O-].[K+].[K+].O, predict the reaction product. The product is: [Cl:1][C:2]1[CH:7]=[CH:6][C:5]([CH:8]2[CH2:9][CH2:10][N:11]([C:14](=[O:30])[CH2:15][CH2:16][C:17]([C:19]3[CH:29]=[CH:28][C:22]4[CH2:23][CH2:24][N:25]([CH2:32][CH3:33])[CH2:26][CH2:27][C:21]=4[CH:20]=3)=[O:18])[CH2:12][CH2:13]2)=[CH:4][CH:3]=1.